Dataset: Peptide-MHC class II binding affinity with 134,281 pairs from IEDB. Task: Regression. Given a peptide amino acid sequence and an MHC pseudo amino acid sequence, predict their binding affinity value. This is MHC class II binding data. The peptide sequence is EYIEAAKWLLPPPKV. The MHC is HLA-DQA10101-DQB10501 with pseudo-sequence HLA-DQA10101-DQB10501. The binding affinity (normalized) is 0.396.